The task is: Predict the product of the given reaction.. This data is from Forward reaction prediction with 1.9M reactions from USPTO patents (1976-2016). (1) Given the reactants [NH:1]1[CH2:9][CH2:8][CH:4]([C:5]([NH2:7])=[O:6])[CH2:3][CH2:2]1.[Cl:10][C:11]1[CH:12]=[N:13][CH:14]=[C:15]([Cl:18])[C:16]=1Cl.C(N(CC)CC)C, predict the reaction product. The product is: [Cl:10][C:11]1[CH:12]=[N:13][CH:14]=[C:15]([Cl:18])[C:16]=1[N:1]1[CH2:9][CH2:8][CH:4]([C:5]([NH2:7])=[O:6])[CH2:3][CH2:2]1. (2) Given the reactants [OH:1][C:2]1[CH:6]([CH:7]([CH3:9])[CH3:8])[NH:5][C:4](=[O:10])[CH:3]=1.[F:11][C:12]1[CH:19]=[CH:18][C:15]([CH:16]=O)=[CH:14][CH:13]=1.[NH:20]1[C:28]2[C:23](=[CH:24][CH:25]=[CH:26][CH:27]=2)[C:22]([CH2:29][CH2:30][NH:31][C:32](=[O:34])[CH3:33])=[CH:21]1, predict the reaction product. The product is: [F:11][C:12]1[CH:19]=[CH:18][C:15]([CH:16]([C:3]2[C:4](=[O:10])[NH:5][CH:6]([CH:7]([CH3:9])[CH3:8])[C:2]=2[OH:1])[C:21]2[NH:20][C:28]3[C:23]([C:22]=2[CH2:29][CH2:30][NH:31][C:32](=[O:34])[CH3:33])=[CH:24][CH:25]=[CH:26][CH:27]=3)=[CH:14][CH:13]=1. (3) Given the reactants COC1C=CC(N2CCN(CCC3C=CC=CC=3)CC2)=CC=1C.[CH2:24]([N:34]1[CH2:39][CH2:38][N:37]([C:40]2[CH:45]=[C:44]([F:46])[C:43]([O:47]C)=[CH:42][C:41]=2[F:49])[CH2:36][CH2:35]1)[CH2:25][CH2:26][CH2:27][CH2:28][CH2:29][CH2:30][CH2:31][CH2:32][CH3:33], predict the reaction product. The product is: [CH2:24]([N:34]1[CH2:35][CH2:36][N:37]([C:40]2[C:41]([F:49])=[CH:42][C:43]([OH:47])=[C:44]([F:46])[CH:45]=2)[CH2:38][CH2:39]1)[CH2:25][CH2:26][CH2:27][CH2:28][CH2:29][CH2:30][CH2:31][CH2:32][CH3:33]. (4) Given the reactants [Cl:1][C:2]1[CH:3]=[C:4]([CH:13]=[C:14]([Cl:28])[C:15]=1[O:16][C:17]1[CH:22]=[CH:21][C:20]([O:23]C)=[C:19]([CH:25]([CH3:27])[CH3:26])[CH:18]=1)[CH2:5][CH:6]1[S:10][C:9](=[O:11])[NH:8][C:7]1=[O:12].B(Br)(Br)Br, predict the reaction product. The product is: [Cl:28][C:14]1[CH:13]=[C:4]([CH:3]=[C:2]([Cl:1])[C:15]=1[O:16][C:17]1[CH:22]=[CH:21][C:20]([OH:23])=[C:19]([CH:25]([CH3:26])[CH3:27])[CH:18]=1)[CH2:5][CH:6]1[S:10][C:9](=[O:11])[NH:8][C:7]1=[O:12]. (5) The product is: [CH2:34]([O:33][C:32]#[C:31][C:2]1[CH:3]=[C:4]([O:21][C:22]([F:24])([F:25])[F:23])[CH:5]=[C:6]2[C:11]=1[O:10][CH:9]([C:12]([F:13])([F:14])[F:15])[C:8]([C:16]([O:18][CH2:50][CH3:51])=[O:17])=[CH:7]2)[CH3:35]. Given the reactants I[C:2]1[CH:3]=[C:4]([O:21][C:22]([F:25])([F:24])[F:23])[CH:5]=[C:6]2[C:11]=1[O:10][CH:9]([C:12]([F:15])([F:14])[F:13])[C:8]([C:16]([O:18]CC)=[O:17])=[CH:7]2.C([Sn](CCCC)(CCCC)[C:31]#[C:32][O:33][CH2:34][CH3:35])CCC.[Cl-].C([NH+]([CH2:50][CH3:51])CC)C, predict the reaction product. (6) Given the reactants [N:1]1([S:11]([C:14]2[CH:22]=[CH:21][C:17]([C:18]([OH:20])=O)=[CH:16][CH:15]=2)(=[O:13])=[O:12])[C:10]2[C:5](=[CH:6][CH:7]=[CH:8][CH:9]=2)[CH2:4][CH2:3][CH2:2]1.[NH2:23][C:24]1[CH:25]=[C:26]([CH:29]=[CH:30][CH:31]=1)[C:27]#[N:28], predict the reaction product. The product is: [C:27]([C:26]1[CH:25]=[C:24]([NH:23][C:18](=[O:20])[C:17]2[CH:16]=[CH:15][C:14]([S:11]([N:1]3[C:10]4[C:5](=[CH:6][CH:7]=[CH:8][CH:9]=4)[CH2:4][CH2:3][CH2:2]3)(=[O:13])=[O:12])=[CH:22][CH:21]=2)[CH:31]=[CH:30][CH:29]=1)#[N:28]. (7) Given the reactants [Cl:1][C:2]1[CH:7]=[CH:6][C:5]([C:8]2[S:12][C:11]([C:13](O)=[O:14])=[N:10][C:9]=2[C:16]2[CH:21]=[CH:20][C:19]([Cl:22])=[CH:18][C:17]=2[Cl:23])=[CH:4][CH:3]=1.[NH2:24][N:25]1[CH2:31][CH2:30][CH2:29][CH2:28][CH2:27][CH2:26]1.C1C=NC2N(O)N=NC=2C=1.F[P-](F)(F)(F)(F)F.N1(O[P+](N2CCCC2)(N2CCCC2)N2CCCC2)C2N=CC=CC=2N=N1.C(N(C(C)C)CC)(C)C, predict the reaction product. The product is: [Cl:1][C:2]1[CH:3]=[CH:4][C:5]([C:8]2[S:12][C:11]([C:13]([NH:24][N:25]3[CH2:31][CH2:30][CH2:29][CH2:28][CH2:27][CH2:26]3)=[O:14])=[N:10][C:9]=2[C:16]2[CH:21]=[CH:20][C:19]([Cl:22])=[CH:18][C:17]=2[Cl:23])=[CH:6][CH:7]=1.